From a dataset of Forward reaction prediction with 1.9M reactions from USPTO patents (1976-2016). Predict the product of the given reaction. Given the reactants Br[C:2]1[C:3]([C:17]2[O:18][CH:19]=[CH:20][CH:21]=2)=[N:4][N:5]2[C:10]([NH:11][CH:12]3[CH2:16][CH2:15][CH2:14][CH2:13]3)=[CH:9][CH:8]=[CH:7][C:6]=12.[F:22][C:23]1[CH:28]=[C:27](B(O)O)[CH:26]=[CH:25][N:24]=1.C(=O)([O-])[O-].[Na+].[Na+].O, predict the reaction product. The product is: [CH:12]1([NH:11][C:10]2[N:5]3[N:4]=[C:3]([C:17]4[O:18][CH:19]=[CH:20][CH:21]=4)[C:2]([C:27]4[CH:26]=[CH:25][N:24]=[C:23]([F:22])[CH:28]=4)=[C:6]3[CH:7]=[CH:8][CH:9]=2)[CH2:16][CH2:15][CH2:14][CH2:13]1.